This data is from Catalyst prediction with 721,799 reactions and 888 catalyst types from USPTO. The task is: Predict which catalyst facilitates the given reaction. Reactant: [CH3:1][N:2]([CH2:4][C:5]1[C:10]([CH2:11][OH:12])=[CH:9][CH:8]=[C:7]([C:13]2[CH:18]=[CH:17][C:16]([C:19]([F:22])([F:21])[F:20])=[CH:15][CH:14]=2)[N:6]=1)[CH3:3].[CH2:23]([O:25][C:26](=[O:39])[C:27]([O:30][C:31]1[CH:36]=[CH:35][C:34](O)=[CH:33][C:32]=1[CH3:38])([CH3:29])[CH3:28])[CH3:24].C(P(CCCC)CCCC)CCC.CN(C)C(N=NC(N(C)C)=O)=O. Product: [CH2:23]([O:25][C:26](=[O:39])[C:27]([O:30][C:31]1[CH:36]=[CH:35][C:34]([O:12][CH2:11][C:10]2[C:5]([CH2:4][N:2]([CH3:1])[CH3:3])=[N:6][C:7]([C:13]3[CH:14]=[CH:15][C:16]([C:19]([F:22])([F:21])[F:20])=[CH:17][CH:18]=3)=[CH:8][CH:9]=2)=[CH:33][C:32]=1[CH3:38])([CH3:28])[CH3:29])[CH3:24]. The catalyst class is: 1.